This data is from Forward reaction prediction with 1.9M reactions from USPTO patents (1976-2016). The task is: Predict the product of the given reaction. (1) Given the reactants [C:1](Cl)(=[O:5])[C:2](Cl)=O.[CH3:7]S(C)=O.[C:11]1([S:17]([CH2:20][CH:21]([O:23]C2CC2)O)(=[O:19])=[O:18])[CH:16]=[CH:15][CH:14]=[CH:13][CH:12]=1.C(N(CC)CC)C, predict the reaction product. The product is: [C:11]1([S:17]([CH:20]([O:5][CH:1]2[CH2:2][CH2:7]2)[CH:21]=[O:23])(=[O:18])=[O:19])[CH:12]=[CH:13][CH:14]=[CH:15][CH:16]=1. (2) Given the reactants [F:1][C:2]1[CH:27]=[C:26]([I:28])[CH:25]=[CH:24][C:3]=1[NH:4][C:5]1[C:6]([C:19]([O:21]CC)=[O:20])=[CH:7][N:8]([CH2:12][CH2:13][O:14][CH2:15][CH2:16][O:17][CH3:18])[C:9](=[O:11])[CH:10]=1.[OH-].[Na+], predict the reaction product. The product is: [F:1][C:2]1[CH:27]=[C:26]([I:28])[CH:25]=[CH:24][C:3]=1[NH:4][C:5]1[C:6]([C:19]([OH:21])=[O:20])=[CH:7][N:8]([CH2:12][CH2:13][O:14][CH2:15][CH2:16][O:17][CH3:18])[C:9](=[O:11])[CH:10]=1. (3) Given the reactants [Cl:1][C:2]1[CH:7]=[CH:6][C:5]([S:8]([N:11]2[CH2:17][CH2:16][CH2:15][CH2:14][C:13]3[CH:18]=[CH:19][CH:20]=[CH:21][C:12]2=3)(=[O:10])=[O:9])=[CH:4][C:3]=1[NH2:22].[NH2:23][C:24](N)=[O:25].CCOCC, predict the reaction product. The product is: [Cl:1][C:2]1[CH:7]=[CH:6][C:5]([S:8]([N:11]2[CH2:17][CH2:16][CH2:15][CH2:14][C:13]3[CH:18]=[CH:19][CH:20]=[CH:21][C:12]2=3)(=[O:9])=[O:10])=[CH:4][C:3]=1[NH:22][C:24]([NH2:23])=[O:25]. (4) Given the reactants [CH2:13](CC[N:10]=[C:11]=[O:12])[CH2:14]CC[N:5]=[C:6]=[O:7].[CH2:13](CC[N:10]=[C:11]=[O:12])[CH2:14]CC[N:5]=[C:6]=[O:7].C(CCN=C=[O:31])CCCN=C=[O:31].C([O-])(=O)CCCCCCCCCCC.C([O-])(=O)CCCCCCCCCCC.C([Sn+2]CCCC)CCC, predict the reaction product. The product is: [N-:5]=[C:6]=[O:7].[NH2:10][C:11]([O:12][CH2:13][CH3:14])=[O:31]. (5) Given the reactants C(OC(=O)[NH:5][C:6]1[S:7][C:8]2[C:14]([CH:15]3[CH2:20][O:19][CH2:18][CH2:17][O:16]3)=[CH:13][CH:12]=[C:11]([O:21][CH3:22])[C:9]=2[N:10]=1)C.[OH-].[K+], predict the reaction product. The product is: [O:16]1[CH2:17][CH2:18][O:19][CH2:20][CH:15]1[C:14]1[C:8]2[S:7][C:6]([NH2:5])=[N:10][C:9]=2[C:11]([O:21][CH3:22])=[CH:12][CH:13]=1. (6) Given the reactants [OH-].[Li+].[CH2:3]([O:5]/[C:6](=[CH:12]\[C:13]1[CH:18]=[CH:17][C:16]([C:19]2[CH:24]=[CH:23][CH:22]=[C:21]([N:25]([CH3:36])[C:26]([NH:28][CH2:29][CH2:30][CH2:31][CH2:32][CH2:33][CH2:34][CH3:35])=[O:27])[CH:20]=2)=[CH:15][CH:14]=1)/[C:7]([O:9]CC)=[O:8])[CH3:4].C(O)(=O)C.O, predict the reaction product. The product is: [CH2:3]([O:5]/[C:6](=[CH:12]\[C:13]1[CH:18]=[CH:17][C:16]([C:19]2[CH:24]=[CH:23][CH:22]=[C:21]([N:25]([CH3:36])[C:26]([NH:28][CH2:29][CH2:30][CH2:31][CH2:32][CH2:33][CH2:34][CH3:35])=[O:27])[CH:20]=2)=[CH:15][CH:14]=1)/[C:7]([OH:9])=[O:8])[CH3:4].